Dataset: Reaction yield outcomes from USPTO patents with 853,638 reactions. Task: Predict the reaction yield, written as a fraction of the theoretical maximum amount of product (1.0 means a 100% yield; for example, 0.34 means a 34% yield). (1) The reactants are [Cl:1][C:2]1[CH:3]=[CH:4][C:5]([NH:8][C:9](=[O:24])[C:10]2[CH:15]=[CH:14][CH:13]=[CH:12][C:11]=2[NH:16][CH2:17][CH:18]2[CH2:23]CNCC2)=[N:6][CH:7]=1.Cl[C:26]1[CH:31]=[CH:30][N:29]=[C:28]([C:32]([OH:34])=[O:33])[CH:27]=1.[CH2:35]([N:37](CC)CC)[CH3:36].[CH2:42](O)C. No catalyst specified. The product is [C:32]([C:28]1[CH:27]=[C:26]([N:37]2[CH2:23][CH2:18][CH:17]([N:16]([CH3:42])[C:11]3[CH:12]=[CH:13][CH:14]=[CH:15][C:10]=3[C:9]([NH:8][C:5]3[CH:4]=[CH:3][C:2]([Cl:1])=[CH:7][N:6]=3)=[O:24])[CH2:36][CH2:35]2)[CH:31]=[CH:30][N:29]=1)([OH:34])=[O:33]. The yield is 0.250. (2) The reactants are Cl.[CH3:2][NH:3][CH2:4][CH2:5][CH2:6][C:7]([OH:9])=[O:8].C(N(CC)CC)C.[C:17]([O:21][C:22](O[C:22]([O:21][C:17]([CH3:20])([CH3:19])[CH3:18])=[O:23])=[O:23])([CH3:20])([CH3:19])[CH3:18].Cl. The catalyst is C(Cl)Cl.O. The product is [C:17]([O:21][C:22]([CH2:2][NH:3][CH2:4][CH2:5][CH2:6][C:7]([OH:9])=[O:8])=[O:23])([CH3:20])([CH3:19])[CH3:18]. The yield is 1.00. (3) The reactants are [CH3:1][C@@H:2]1[NH:7][CH2:6][C:5]2[C:8]([C:11]3[S:12][CH:13]=[CH:14][CH:15]=3)=[N:9][NH:10][C:4]=2[CH2:3]1.[Cl:16][C:17]1[CH:18]=[C:19]([NH:23][C:24](=O)[O:25]C2C=CC=CC=2)[CH:20]=[CH:21][CH:22]=1. The catalyst is C(Cl)Cl. The product is [Cl:16][C:17]1[CH:18]=[C:19]([NH:23][C:24]([N:7]2[C@@H:2]([CH3:1])[CH2:3][C:4]3[NH:10][N:9]=[C:8]([C:11]4[S:12][CH:13]=[CH:14][CH:15]=4)[C:5]=3[CH2:6]2)=[O:25])[CH:20]=[CH:21][CH:22]=1. The yield is 0.454. (4) The reactants are CC(NC(C)C)C.C([Li])CCC.CCCCCC.[F:19][C:20]([F:34])([F:33])[C:21]([NH:23][C:24]1[CH:28]=[CH:27][S:26][C:25]=1[C:29]([O:31][CH3:32])=[O:30])=[O:22].[Br:35]CCBr.C([O-])(O)=O.[Na+]. The catalyst is C1COCC1. The product is [Br:35][C:27]1[S:26][C:25]([C:29]([O:31][CH3:32])=[O:30])=[C:24]([NH:23][C:21](=[O:22])[C:20]([F:19])([F:33])[F:34])[CH:28]=1. The yield is 0.410. (5) The reactants are C([O:3][C:4]([C@@H:6]1[C@H:8]([C:9](=[O:39])[NH:10][C@@H:11]([CH2:35][CH:36]([CH3:38])[CH3:37])[C:12](=[O:34])[NH:13][CH2:14][CH2:15][CH2:16][CH2:17][NH:18][C:19](=[O:33])[CH2:20][CH2:21][CH2:22][CH2:23][C@H:24]2[C@@H:31]3[C@@H:27]([NH:28][C:29](=[O:32])[NH:30]3)[CH2:26][S:25]2)[O:7]1)=[O:5])C.[Li+].[OH-]. The catalyst is CO.O. The product is [CH3:37][CH:36]([CH3:38])[CH2:35][C@H:11]([NH:10][C:9]([C@H:8]1[O:7][C@@H:6]1[C:4]([OH:5])=[O:3])=[O:39])[C:12](=[O:34])[NH:13][CH2:14][CH2:15][CH2:16][CH2:17][NH:18][C:19](=[O:33])[CH2:20][CH2:21][CH2:22][CH2:23][C@H:24]1[C@@H:31]2[C@@H:27]([NH:28][C:29](=[O:32])[NH:30]2)[CH2:26][S:25]1. The yield is 0.271. (6) The reactants are O=[C:2]([CH2:8][CH2:9][CH:10]=[CH2:11])[C:3]([O:5][CH2:6][CH3:7])=O.[CH3:12][O:13][C:14]1[CH:15]=[C:16]([NH2:21])[C:17]([NH2:20])=[CH:18][CH:19]=1.BrC1C=CC(S(O[C@@H]2[CH2:37][N:36]([C:38]([O:40][C:41]([CH3:44])([CH3:43])[CH3:42])=[O:39])[C@H:35]([C:45]([O:47][CH3:48])=[O:46])C2)(=O)=O)=CC=1.C([O-])([O-])=O.[Cs+].[Cs+]. The catalyst is CCO.CN1C(=O)CCC1.CCOC(C)=O.Cl. The product is [CH2:8]([C:2]1[C:3]([O:5][C@H:6]2[CH2:37][N:36]([C:38]([O:40][C:41]([CH3:42])([CH3:43])[CH3:44])=[O:39])[C@H:35]([C:45]([O:47][CH3:48])=[O:46])[CH2:7]2)=[N:21][C:16]2[C:17]([N:20]=1)=[CH:18][CH:19]=[C:14]([O:13][CH3:12])[CH:15]=2)[CH2:9][CH:10]=[CH2:11]. The yield is 0.170. (7) The reactants are [Cl:1][C:2]1[CH:3]=[C:4]([CH:8]2[NH:12][C:11]3([CH2:17][CH2:16][CH2:15][CH2:14][CH2:13]3)[NH:10][C:9]2=[O:18])[CH:5]=[CH:6][CH:7]=1.BrN1C(=O)CCC1=O. The catalyst is C(Cl)Cl. The product is [Cl:1][C:2]1[CH:3]=[C:4]([C:8]2[C:9](=[O:18])[NH:10][C:11]3([CH2:17][CH2:16][CH2:15][CH2:14][CH2:13]3)[N:12]=2)[CH:5]=[CH:6][CH:7]=1. The yield is 0.910.